Dataset: Full USPTO retrosynthesis dataset with 1.9M reactions from patents (1976-2016). Task: Predict the reactants needed to synthesize the given product. (1) Given the product [I-:38].[CH3:20][N:18]([CH3:19])[C:12]1[CH:11]=[CH:10][C:9]2[C:14]([CH:13]=1)=[O+:15][C:16]1[C:7](=[CH:6][CH:5]=[C:4]([N:3]([CH3:2])[CH3:37])[CH:17]=1)[C:8]=2[C:21]1[CH:26]=[CH:25][C:24]([NH:27][CH3:39])=[C:23]([NH2:28])[C:22]=1[C:29]([O:31][CH2:32][O:33][C:34](=[O:36])[CH3:35])=[O:30], predict the reactants needed to synthesize it. The reactants are: [Br-].[CH3:2][N:3]([CH3:37])[C:4]1[CH:5]=[CH:6][C:7]2[C:16]([CH:17]=1)=[O+:15][C:14]1[C:9](=[CH:10][CH:11]=[C:12]([N:18]([CH3:20])[CH3:19])[CH:13]=1)[C:8]=2[C:21]1[CH:26]=[CH:25][C:24]([NH2:27])=[C:23]([NH2:28])[C:22]=1[C:29]([O:31][CH2:32][O:33][C:34](=[O:36])[CH3:35])=[O:30].[I-:38].[CH3:39]N(C)C1C=CC2C(C=1)=[O+]C1C(=CC=C(N(C)C)C=1)C=2C1C=C(C(OC)=O)C(NC)=C(N)C=1OC(=O)C. (2) Given the product [C:22]([NH:21][C:17]1[CH:16]=[C:15]([CH:20]=[CH:19][CH:18]=1)[O:14][CH2:13][C:5]1[CH:6]=[C:7]([N+:10]([O-:12])=[O:11])[CH:8]=[CH:9][C:4]=1[C:3]([OH:25])=[O:2])(=[O:24])[CH3:23], predict the reactants needed to synthesize it. The reactants are: C[O:2][C:3](=[O:25])[C:4]1[CH:9]=[CH:8][C:7]([N+:10]([O-:12])=[O:11])=[CH:6][C:5]=1[CH2:13][O:14][C:15]1[CH:20]=[CH:19][CH:18]=[C:17]([NH:21][C:22](=[O:24])[CH3:23])[CH:16]=1.[OH-].[K+]. (3) The reactants are: [F:1][C:2]1[CH:3]=[C:4]([NH:21][C:22]([NH:24][C:25](=[O:34])[CH2:26][C:27]2[CH:32]=[CH:31][C:30]([F:33])=[CH:29][CH:28]=2)=[S:23])[CH:5]=[CH:6][C:7]=1[O:8]C1C2=C(C)C(OC)=CN2N=CN=1.Cl[C:36]1[N:44]=[CH:43][N:42]=[C:41]2[C:37]=1[N:38]=[C:39]([CH2:52][CH3:53])[N:40]2[CH:45]([CH:49]1[CH2:51][CH2:50]1)[CH:46]1[CH2:48][CH2:47]1.N12CCN(CC1)CC2. Given the product [CH:46]1([CH:45]([CH:49]2[CH2:51][CH2:50]2)[N:40]2[C:39]([CH2:52][CH3:53])=[N:38][C:37]3[C:41]2=[N:42][CH:43]=[N:44][C:36]=3[O:8][C:7]2[CH:6]=[CH:5][C:4]([NH:21][C:22]([NH:24][C:25](=[O:34])[CH2:26][C:27]3[CH:32]=[CH:31][C:30]([F:33])=[CH:29][CH:28]=3)=[S:23])=[CH:3][C:2]=2[F:1])[CH2:48][CH2:47]1, predict the reactants needed to synthesize it. (4) Given the product [C:1]([CH2:3][C:11]1[C:20]2[C:15](=[CH:16][C:17]([O:23][CH3:24])=[C:18]([O:21][CH3:22])[CH:19]=2)[N:14]=[CH:13][C:12]=1[C:25]#[N:26])#[N:2], predict the reactants needed to synthesize it. The reactants are: [C:1]([CH:3]([C:11]1[C:20]2[C:15](=[CH:16][C:17]([O:23][CH3:24])=[C:18]([O:21][CH3:22])[CH:19]=2)[N:14]=[CH:13][C:12]=1[C:25]#[N:26])C(OC(C)(C)C)=O)#[N:2]. (5) The reactants are: [CH2:1]([N:3]([CH:27]1[CH2:32][CH2:31][C:30](=O)[CH2:29][CH2:28]1)[C:4]1[C:19]2[CH2:18][CH:17]=[CH:16][CH2:15][CH2:14][C:13]3[CH:20]=[C:21]([CH3:25])[NH:22][C:23](=[O:24])[C:12]=3[CH2:11][NH:10][C:9](=[O:26])[C:8]=2[CH:7]=[CH:6][CH:5]=1)[CH3:2].Cl.[F:35][C:36]1([F:40])[CH2:39][NH:38][CH2:37]1.CC(O)=O.[BH-](OC(C)=O)(OC(C)=O)OC(C)=O.[Na+].N. Given the product [F:35][C:36]1([F:40])[CH2:39][N:38]([C@@H:30]2[CH2:31][CH2:32][C@H:27]([N:3]([CH2:1][CH3:2])[C:4]3[C:19]4[CH2:18][CH:17]=[CH:16][CH2:15][CH2:14][C:13]5[CH:20]=[C:21]([CH3:25])[NH:22][C:23](=[O:24])[C:12]=5[CH2:11][NH:10][C:9](=[O:26])[C:8]=4[CH:7]=[CH:6][CH:5]=3)[CH2:28][CH2:29]2)[CH2:37]1, predict the reactants needed to synthesize it. (6) Given the product [Br:10][C:11]1[CH:12]=[C:13]2[C:14]([CH2:17][CH2:18][N:19]([C:20](=[O:25])[C:21]([F:23])([F:24])[F:22])[CH2:6]2)=[CH:15][CH:16]=1, predict the reactants needed to synthesize it. The reactants are: S(=O)(=O)(O)O.[C:6](O)(=O)C.[Br:10][C:11]1[CH:16]=[CH:15][C:14]([CH2:17][CH2:18][NH:19][C:20](=[O:25])[C:21]([F:24])([F:23])[F:22])=[CH:13][CH:12]=1.C=O. (7) Given the product [F:18][C:6]1[C:7]([C:8]2[CH2:9][CH2:10][N:11]([CH:14]3[CH2:17][O:16][CH2:15]3)[CH2:12][CH:13]=2)=[C:2]([NH:20][C:19](=[O:26])[O:21][C:22]([CH3:25])([CH3:24])[CH3:23])[CH:3]=[N:4][CH:5]=1, predict the reactants needed to synthesize it. The reactants are: Cl[C:2]1[CH:3]=[N:4][CH:5]=[C:6]([F:18])[C:7]=1[C:8]1[CH2:9][CH2:10][N:11]([CH:14]2[CH2:17][O:16][CH2:15]2)[CH2:12][CH:13]=1.[C:19](=[O:26])([O:21][C:22]([CH3:25])([CH3:24])[CH3:23])[NH2:20].CC(C)([O-])C.[Na+].CC(C1C=C(C(C)C)C(C2C(P(C3CCCCC3)C3CCCCC3)=C(OC)C=CC=2OC)=C(C(C)C)C=1)C.